From a dataset of Reaction yield outcomes from USPTO patents with 853,638 reactions. Predict the reaction yield, written as a fraction of the theoretical maximum amount of product (1.0 means a 100% yield; for example, 0.34 means a 34% yield). (1) The reactants are [C:1]([O:4][C:5]1[CH:10]=[CH:9][CH:8]=[C:7]([C:11](Cl)=[O:12])[CH:6]=1)(=[O:3])[CH3:2].C(N(CC)CC)C.[CH3:21][S:22][C:23]1[S:27][C:26]([NH2:28])=[N:25][CH:24]=1. The catalyst is C1COCC1. The product is [C:1]([O:4][C:5]1[CH:10]=[CH:9][CH:8]=[C:7]([C:11](=[O:12])[NH:28][C:26]2[S:27][C:23]([S:22][CH3:21])=[CH:24][N:25]=2)[CH:6]=1)(=[O:3])[CH3:2]. The yield is 0.650. (2) The reactants are [CH3:1][O:2][C:3]1[CH:8]=[CH:7][C:6]([C:9]2[C:17]3[C:12](=[CH:13][CH:14]=[C:15]([C:18]#[N:19])[CH:16]=3)[NH:11][N:10]=2)=[CH:5][CH:4]=1.[OH:20]O.[OH-].[Na+].Cl. The catalyst is C(O)C. The product is [CH3:1][O:2][C:3]1[CH:4]=[CH:5][C:6]([C:9]2[C:17]3[C:12](=[CH:13][CH:14]=[C:15]([C:18]([NH2:19])=[O:20])[CH:16]=3)[NH:11][N:10]=2)=[CH:7][CH:8]=1. The yield is 0.416. (3) The reactants are [H-].[Na+].[C:3]([O:9][CH2:10][CH3:11])(=[O:8])[CH2:4][C:5]([O-:7])=[O:6].[Br:12][C:13]1[CH:14]=[C:15]([N+:20]([O-:22])=[O:21])[C:16](Cl)=[N:17][CH:18]=1.[CH3:23][C:24](O)=O. The catalyst is CN(C=O)C. The product is [CH2:10]([O:9][C:3](=[O:8])[CH:4]([C:16]1[C:15]([N+:20]([O-:22])=[O:21])=[CH:14][C:13]([Br:12])=[CH:18][N:17]=1)[C:5]([O:7][CH2:23][CH3:24])=[O:6])[CH3:11]. The yield is 0.990. (4) The reactants are O.C(=O)([O-])[O-].[Na+].[Na+].[C:8]([C:12]1[CH:17]=[CH:16][C:15](B(O)O)=[CH:14][CH:13]=1)([CH3:11])([CH3:10])[CH3:9].Br[C:22]1[S:23][C:24](Br)=[CH:25][C:26]=1[Br:27]. The catalyst is O.C1COCC1.C1C=CC([P]([Pd]([P](C2C=CC=CC=2)(C2C=CC=CC=2)C2C=CC=CC=2)([P](C2C=CC=CC=2)(C2C=CC=CC=2)C2C=CC=CC=2)[P](C2C=CC=CC=2)(C2C=CC=CC=2)C2C=CC=CC=2)(C2C=CC=CC=2)C2C=CC=CC=2)=CC=1. The product is [Br:27][C:26]1[CH:25]=[C:24]([C:15]2[CH:16]=[CH:17][C:12]([C:8]([CH3:11])([CH3:10])[CH3:9])=[CH:13][CH:14]=2)[S:23][C:22]=1[C:15]1[CH:16]=[CH:17][C:12]([C:8]([CH3:11])([CH3:10])[CH3:9])=[CH:13][CH:14]=1. The yield is 0.890. (5) The reactants are C1(P(C2C=CC=CC=2)C2C=CC=CC=2)C=CC=CC=1.N(C(OCC)=O)=NC(OCC)=O.[F:32][C:33]([F:79])([F:78])[C:34]1[CH:35]=[C:36]([C:44]([CH3:77])([CH3:76])[C:45]([N:47]([C:49]2[CH:50]=[N:51][C:52]([NH:63][CH:64]([CH2:74][OH:75])[CH2:65][O:66][Si:67]([C:70]([CH3:73])([CH3:72])[CH3:71])([CH3:69])[CH3:68])=[CH:53][C:54]=2[C:55]2[CH:60]=[CH:59][C:58]([F:61])=[CH:57][C:56]=2[CH3:62])[CH3:48])=[O:46])[CH:37]=[C:38]([C:40]([F:43])([F:42])[F:41])[CH:39]=1.[C:80](O)(=[S:82])[CH3:81]. The catalyst is C1COCC1. The product is [F:79][C:33]([F:32])([F:78])[C:34]1[CH:35]=[C:36]([C:44]([CH3:77])([CH3:76])[C:45]([N:47]([CH3:48])[C:49]2[C:54]([C:55]3[CH:60]=[CH:59][C:58]([F:61])=[CH:57][C:56]=3[CH3:62])=[CH:53][C:52]([NH:63][CH:64]([CH2:65][O:66][Si:67]([C:70]([CH3:72])([CH3:73])[CH3:71])([CH3:68])[CH3:69])[CH2:74][O:75][C:80](=[S:82])[CH3:81])=[N:51][CH:50]=2)=[O:46])[CH:37]=[C:38]([C:40]([F:42])([F:43])[F:41])[CH:39]=1. The yield is 0.520. (6) The reactants are Br[CH2:2][C:3]([C@H:5]1[CH2:9][N:8]([C:10]2[CH:15]=[CH:14][C:13]([O:16][CH2:17][C:18]3[CH:23]=[CH:22][CH:21]=[C:20]([F:24])[CH:19]=3)=[CH:12][CH:11]=2)[C:7](=[O:25])[CH2:6]1)=O.[C:26]([NH2:29])(=[S:28])[CH3:27]. The catalyst is O1CCCC1. The product is [F:24][C:20]1[CH:19]=[C:18]([CH:23]=[CH:22][CH:21]=1)[CH2:17][O:16][C:13]1[CH:12]=[CH:11][C:10]([N:8]2[CH2:9][C@H:5]([C:3]3[N:29]=[C:26]([CH3:27])[S:28][CH:2]=3)[CH2:6][C:7]2=[O:25])=[CH:15][CH:14]=1. The yield is 0.800.